From a dataset of Catalyst prediction with 721,799 reactions and 888 catalyst types from USPTO. Predict which catalyst facilitates the given reaction. Reactant: [Br:1][C:2]1[CH:11]=[C:10]2[C:5]([CH2:6][CH2:7][N:8]([C:17](=[O:36])[C:18]([N:20]([C:32]([CH3:35])([CH3:34])[CH3:33])[CH2:21][CH2:22][S:23][CH2:24][C:25]#[C:26][C:27]3[S:28][CH:29]=[CH:30][CH:31]=3)=[O:19])[CH:9]2[C:12]([O:14]CC)=[O:13])=[CH:4][C:3]=1[O:37][CH3:38].[OH-].[K+].Cl. Product: [Br:1][C:2]1[CH:11]=[C:10]2[C:5]([CH2:6][CH2:7][N:8]([C:17](=[O:36])[C:18]([N:20]([C:32]([CH3:34])([CH3:35])[CH3:33])[CH2:21][CH2:22][S:23][CH2:24][C:25]#[C:26][C:27]3[S:28][CH:29]=[CH:30][CH:31]=3)=[O:19])[CH:9]2[C:12]([OH:14])=[O:13])=[CH:4][C:3]=1[O:37][CH3:38]. The catalyst class is: 38.